From a dataset of Reaction yield outcomes from USPTO patents with 853,638 reactions. Predict the reaction yield, written as a fraction of the theoretical maximum amount of product (1.0 means a 100% yield; for example, 0.34 means a 34% yield). (1) The reactants are [CH3:1][N:2]1[CH:6]=[CH:5][CH:4]=[N:3]1.[Li]CCCC.[C:12]([O:16][C:17](=[O:31])[NH:18][C:19]1[S:20][C:21]2[CH:27]=[C:26]([CH:28]=[O:29])[CH:25]=[C:24]([Br:30])[C:22]=2[N:23]=1)([CH3:15])([CH3:14])[CH3:13].[Li].[NH4+].[Cl-]. The catalyst is C1COCC1. The product is [C:12]([O:16][C:17](=[O:31])[NH:18][C:19]1[S:20][C:21]2[CH:27]=[C:26]([CH:28]([OH:29])[C:6]3[N:2]([CH3:1])[N:3]=[CH:4][CH:5]=3)[CH:25]=[C:24]([Br:30])[C:22]=2[N:23]=1)([CH3:15])([CH3:13])[CH3:14]. The yield is 0.950. (2) The reactants are [CH:1]([CH:14]1[CH2:19][CH2:18][CH:17]=[CH:16][O:15]1)([C:8]1[CH:13]=[CH:12][CH:11]=[CH:10][CH:9]=1)[C:2]1[CH:7]=[CH:6][CH:5]=[CH:4][CH:3]=1.[OH-:20].[Na+].OO. The catalyst is C1COCC1.C([O-])(O)=O.[Na+]. The product is [CH:1]([C@@H:14]1[O:15][CH2:16][C@@H:17]([OH:20])[CH2:18][CH2:19]1)([C:8]1[CH:9]=[CH:10][CH:11]=[CH:12][CH:13]=1)[C:2]1[CH:7]=[CH:6][CH:5]=[CH:4][CH:3]=1. The yield is 0.935. (3) The reactants are O[C:2]1[CH:7]=[CH:6][N:5]=[CH:4][C:3]=1[NH:8][C:9](=O)[C:10]1[CH:15]=[CH:14][C:13]([N+:16]([O-:18])=[O:17])=[CH:12][CH:11]=1.P12(SP3(SP(SP(S3)(S1)=S)(=S)S2)=S)=[S:21]. The catalyst is N1C=CC=CC=1.CC1C=CC(C)=CC=1. The product is [N+:16]([C:13]1[CH:14]=[CH:15][C:10]([C:9]2[S:21][C:2]3[CH:7]=[CH:6][N:5]=[CH:4][C:3]=3[N:8]=2)=[CH:11][CH:12]=1)([O-:18])=[O:17]. The yield is 0.590. (4) The reactants are [O:1]1[CH2:5][CH2:4][O:3][CH:2]1[C:6]1[O:10][C:9]([CH2:11][CH:12]=O)=[CH:8][CH:7]=1.[NH2:14][C:15]1[CH:20]=[CH:19][CH:18]=[CH:17][CH:16]=1.O1CCCC1.C(=O)(O)[O-].[Na+]. The catalyst is C(O)(=O)C. The product is [O:3]1[CH2:4][CH2:5][O:1][CH:2]1[C:6]1[O:10][C:9]([CH2:11][CH2:12][NH:14][C:15]2[CH:20]=[CH:19][CH:18]=[CH:17][CH:16]=2)=[CH:8][CH:7]=1. The yield is 0.140.